Task: Predict hERG channel inhibition at various concentrations.. Dataset: hERG Central: cardiac toxicity at 1µM, 10µM, and general inhibition (1) The molecule is O=C(CSc1nnc(-c2cccnc2)n1Cc1ccco1)c1ccc(Br)cc1. Results: hERG_inhib (hERG inhibition (general)): blocker. (2) The molecule is O=[N+]([O-])c1ccc(N/N=C2/CCCCC2c2ccccn2)c([N+](=O)[O-])c1. Results: hERG_inhib (hERG inhibition (general)): blocker. (3) The drug is CCOc1ccccc1C(=O)NC1CC2CCCC(C1)N2Cc1ccc(C)cc1. Results: hERG_inhib (hERG inhibition (general)): blocker.